This data is from NCI-60 drug combinations with 297,098 pairs across 59 cell lines. The task is: Regression. Given two drug SMILES strings and cell line genomic features, predict the synergy score measuring deviation from expected non-interaction effect. (1) Drug 1: CCCCCOC(=O)NC1=NC(=O)N(C=C1F)C2C(C(C(O2)C)O)O. Drug 2: C#CCC(CC1=CN=C2C(=N1)C(=NC(=N2)N)N)C3=CC=C(C=C3)C(=O)NC(CCC(=O)O)C(=O)O. Cell line: U251. Synergy scores: CSS=46.0, Synergy_ZIP=4.91, Synergy_Bliss=4.25, Synergy_Loewe=-14.1, Synergy_HSA=-0.0300. (2) Drug 1: C(=O)(N)NO. Drug 2: CN(CC1=CN=C2C(=N1)C(=NC(=N2)N)N)C3=CC=C(C=C3)C(=O)NC(CCC(=O)O)C(=O)O. Cell line: SF-539. Synergy scores: CSS=13.6, Synergy_ZIP=-3.47, Synergy_Bliss=-2.20, Synergy_Loewe=-23.6, Synergy_HSA=-2.03. (3) Drug 1: CS(=O)(=O)OCCCCOS(=O)(=O)C. Drug 2: C1C(C(OC1N2C=NC(=NC2=O)N)CO)O. Cell line: COLO 205. Synergy scores: CSS=38.5, Synergy_ZIP=-1.65, Synergy_Bliss=-1.87, Synergy_Loewe=5.46, Synergy_HSA=6.67.